This data is from Reaction yield outcomes from USPTO patents with 853,638 reactions. The task is: Predict the reaction yield, written as a fraction of the theoretical maximum amount of product (1.0 means a 100% yield; for example, 0.34 means a 34% yield). (1) The reactants are [CH2:1]([Sn](CCCC)(CCCC)CCCC)[C:2]1[CH:7]=[CH:6][CH:5]=[CH:4][CH:3]=1.Br[C:22]1[CH:31]=[CH:30][C:29]2[NH:28][C:27](=[O:32])[N:26]3[C:33](=[O:43])[N:34]([C:36]4[CH:41]=[CH:40][C:39]([CH3:42])=[CH:38][CH:37]=4)[N:35]=[C:25]3[C:24]=2[CH:23]=1. The catalyst is CN(C=O)C.CCN(CC)CC.C1C=CC([P]([Pd]([P](C2C=CC=CC=2)(C2C=CC=CC=2)C2C=CC=CC=2)([P](C2C=CC=CC=2)(C2C=CC=CC=2)C2C=CC=CC=2)[P](C2C=CC=CC=2)(C2C=CC=CC=2)C2C=CC=CC=2)(C2C=CC=CC=2)C2C=CC=CC=2)=CC=1. The product is [CH2:1]([C:22]1[CH:31]=[CH:30][C:29]2[NH:28][C:27](=[O:32])[N:26]3[C:33](=[O:43])[N:34]([C:36]4[CH:41]=[CH:40][C:39]([CH3:42])=[CH:38][CH:37]=4)[N:35]=[C:25]3[C:24]=2[CH:23]=1)[C:2]1[CH:7]=[CH:6][CH:5]=[CH:4][CH:3]=1. The yield is 0.650. (2) The catalyst is P(=O)(O)(O)O. The reactants are [CH3:1][C:2]1[C:10]2[O:9][CH:8](OC)[CH2:7][C:6]=2[CH:5]=[CH:4][C:3]=1[C:13]([O:15][CH3:16])=[O:14]. The yield is 0.540. The product is [CH3:1][C:2]1[C:10]2[O:9][CH:8]=[CH:7][C:6]=2[CH:5]=[CH:4][C:3]=1[C:13]([O:15][CH3:16])=[O:14].